Dataset: Reaction yield outcomes from USPTO patents with 853,638 reactions. Task: Predict the reaction yield, written as a fraction of the theoretical maximum amount of product (1.0 means a 100% yield; for example, 0.34 means a 34% yield). The reactants are Cl.[F:2][C:3]1([C:9]([O:11][CH2:12][CH3:13])=[O:10])[CH2:8][CH2:7][NH:6][CH2:5][CH2:4]1.O=[C:15]1[CH2:20][CH2:19][O:18][C:17](=O)[CH2:16]1.CC(O)=O.C(O[BH-](OC(=O)C)OC(=O)C)(=O)C.[Na+]. The catalyst is CCOCC.[OH-].[Na+].C(Cl)Cl. The product is [CH2:12]([O:11][C:9]([C:3]1([F:2])[CH2:4][CH2:5][N:6]([CH:15]2[CH2:20][CH2:19][O:18][CH2:17][CH2:16]2)[CH2:7][CH2:8]1)=[O:10])[CH3:13]. The yield is 0.210.